From a dataset of Reaction yield outcomes from USPTO patents with 853,638 reactions. Predict the reaction yield, written as a fraction of the theoretical maximum amount of product (1.0 means a 100% yield; for example, 0.34 means a 34% yield). The reactants are [Cl:1][C:2]1[O:6][C:5]([C:7]([OH:9])=O)=[CH:4][C:3]=1[C:10]1[N:14]([CH3:15])[N:13]=[CH:12][C:11]=1[Cl:16].[NH2:17][C@@H:18]([CH2:31][C:32]1[CH:37]=[CH:36][CH:35]=[CH:34][C:33]=1[C:38]([F:41])([F:40])[F:39])[CH2:19][N:20]1[C:28](=[O:29])[C:27]2[C:22](=[CH:23][CH:24]=[CH:25][CH:26]=2)[C:21]1=[O:30].CCN(C(C)C)C(C)C.F[P-](F)(F)(F)(F)F.Br[P+](N1CCCC1)(N1CCCC1)N1CCCC1. The catalyst is ClCCl. The product is [Cl:1][C:2]1[O:6][C:5]([C:7]([NH:17][C@@H:18]([CH2:31][C:32]2[CH:37]=[CH:36][CH:35]=[CH:34][C:33]=2[C:38]([F:41])([F:39])[F:40])[CH2:19][N:20]2[C:28](=[O:29])[C:27]3[C:22](=[CH:23][CH:24]=[CH:25][CH:26]=3)[C:21]2=[O:30])=[O:9])=[CH:4][C:3]=1[C:10]1[N:14]([CH3:15])[N:13]=[CH:12][C:11]=1[Cl:16]. The yield is 0.420.